From a dataset of NCI-60 drug combinations with 297,098 pairs across 59 cell lines. Regression. Given two drug SMILES strings and cell line genomic features, predict the synergy score measuring deviation from expected non-interaction effect. (1) Drug 1: C1CCC(CC1)NC(=O)N(CCCl)N=O. Drug 2: C(CN)CNCCSP(=O)(O)O. Cell line: SK-MEL-2. Synergy scores: CSS=3.69, Synergy_ZIP=-6.71, Synergy_Bliss=-9.20, Synergy_Loewe=-17.5, Synergy_HSA=-10.2. (2) Drug 1: CCC1=C2CN3C(=CC4=C(C3=O)COC(=O)C4(CC)O)C2=NC5=C1C=C(C=C5)O. Drug 2: C1CN1C2=NC(=NC(=N2)N3CC3)N4CC4. Cell line: RPMI-8226. Synergy scores: CSS=52.6, Synergy_ZIP=-1.53, Synergy_Bliss=-0.260, Synergy_Loewe=1.98, Synergy_HSA=1.77.